Dataset: Full USPTO retrosynthesis dataset with 1.9M reactions from patents (1976-2016). Task: Predict the reactants needed to synthesize the given product. (1) Given the product [CH3:2][O:3][C:4](=[O:16])[CH2:5][C:6]1[CH:11]=[CH:10][CH:9]=[C:8]([S:12]([NH2:1])(=[O:14])=[O:13])[CH:7]=1, predict the reactants needed to synthesize it. The reactants are: [NH3:1].[CH3:2][O:3][C:4](=[O:16])[CH2:5][C:6]1[CH:11]=[CH:10][CH:9]=[C:8]([S:12](Cl)(=[O:14])=[O:13])[CH:7]=1.ClCCl. (2) Given the product [Br:3][C:4]1[CH:5]=[CH:6][C:7]([CH:10]2[CH2:11][CH:12]([OH:14])[CH2:13]2)=[CH:8][CH:9]=1, predict the reactants needed to synthesize it. The reactants are: [BH4-].[Na+].[Br:3][C:4]1[CH:9]=[CH:8][C:7]([CH:10]2[CH2:13][C:12](=[O:14])[CH2:11]2)=[CH:6][CH:5]=1.C(=O)(O)[O-].[Na+]. (3) The reactants are: [NH2:1][C:2]1[CH:7]=[CH:6][C:5]([CH2:8][C:9]([O:11][CH2:12][CH3:13])=[O:10])=[CH:4][CH:3]=1.[CH3:14][C:15]1[C:19]([C:20](O)=O)=[C:18]([CH3:23])[O:17][N:16]=1.C(OCC#[N:30])(C)C.CC1C=C(C)C=CC=1C(N)COC(C)C. Given the product [CH3:14][C:15]1[C:19]([C:20]2[NH:30][C:7]3[CH:6]=[C:5]([CH2:8][C:9]([O:11][CH2:12][CH3:13])=[O:10])[CH:4]=[CH:3][C:2]=3[N:1]=2)=[C:18]([CH3:23])[O:17][N:16]=1, predict the reactants needed to synthesize it. (4) Given the product [Br:1][CH:16]([CH3:17])[C:15]([C:12]1[CH:11]=[CH:10][C:9]([C:8]#[C:7][Si:4]([CH3:5])([CH3:6])[CH3:3])=[CH:14][CH:13]=1)=[O:18], predict the reactants needed to synthesize it. The reactants are: [Br:1]Br.[CH3:3][Si:4]([C:7]#[C:8][C:9]1[CH:14]=[CH:13][C:12]([C:15](=[O:18])[CH2:16][CH3:17])=[CH:11][CH:10]=1)([CH3:6])[CH3:5]. (5) Given the product [C:17]([C:12]1[CH:11]=[C:10]([CH:15]=[CH:14][C:13]=1[OH:16])[C:9]([NH:43][NH:42][C:40]([C:36]1[O:37][CH:38]=[CH:39][C:35]=1[C:31]1[CH:32]=[CH:33][CH:34]=[C:29]([O:28][CH2:27][C:26]2[C:44]([CH3:50])=[C:45]([CH3:49])[CH:46]=[C:47]([CH3:48])[C:25]=2[CH3:24])[CH:30]=1)=[O:41])=[O:8])#[N:18], predict the reactants needed to synthesize it. The reactants are: FC1C([O:8][C:9](=O)[C:10]2[CH:15]=[CH:14][C:13]([OH:16])=[C:12]([C:17]#[N:18])[CH:11]=2)=C(F)C(F)=C(F)C=1F.[CH3:24][C:25]1[C:47]([CH3:48])=[CH:46][C:45]([CH3:49])=[C:44]([CH3:50])[C:26]=1[CH2:27][O:28][C:29]1[CH:30]=[C:31]([C:35]2[CH:39]=[CH:38][O:37][C:36]=2[C:40]([NH:42][NH2:43])=[O:41])[CH:32]=[CH:33][CH:34]=1. (6) Given the product [F:43][C:44]([F:57])([F:56])[S:45]([O:31][C:21]1[N:20]([CH2:32][C:33]([F:35])([F:36])[F:34])[N:19]=[C:18]([C@@H:11]2[CH2:12][CH2:13][C:14]([F:16])([F:17])[CH2:15][C@H:10]2[CH2:9][O:8][CH2:1][C:2]2[CH:3]=[CH:4][CH:5]=[CH:6][CH:7]=2)[C:22]=1[C:23]1[CH:28]=[CH:27][C:26]([S:29][CH3:30])=[CH:25][CH:24]=1)(=[O:47])=[O:46], predict the reactants needed to synthesize it. The reactants are: [CH2:1]([O:8][CH2:9][C@@H:10]1[CH2:15][C:14]([F:17])([F:16])[CH2:13][CH2:12][C@H:11]1[C:18]1[C:22]([C:23]2[CH:28]=[CH:27][C:26]([S:29][CH3:30])=[CH:25][CH:24]=2)=[C:21]([OH:31])[N:20]([CH2:32][C:33]([F:36])([F:35])[F:34])[N:19]=1)[C:2]1[CH:7]=[CH:6][CH:5]=[CH:4][CH:3]=1.N1C=CC=CC=1.[F:43][C:44]([F:57])([F:56])[S:45](O[S:45]([C:44]([F:57])([F:56])[F:43])(=[O:47])=[O:46])(=[O:47])=[O:46].